Dataset: Full USPTO retrosynthesis dataset with 1.9M reactions from patents (1976-2016). Task: Predict the reactants needed to synthesize the given product. (1) The reactants are: [C:1]([C:4]1[N:9]=[C:8]([CH:10]2[CH2:15][CH2:14][N:13](C(OC(C)(C)C)=O)[CH2:12][CH2:11]2)[CH:7]=[CH:6][CH:5]=1)(=[O:3])[NH2:2].[ClH:23].CO.C(Cl)[Cl:27]. Given the product [ClH:27].[ClH:23].[NH:13]1[CH2:12][CH2:11][CH:10]([C:8]2[N:9]=[C:4]([C:1]([NH2:2])=[O:3])[CH:5]=[CH:6][CH:7]=2)[CH2:15][CH2:14]1, predict the reactants needed to synthesize it. (2) Given the product [CH:1]([C:4]1[CH:5]=[CH:6][C:7]([CH:10]2[C:14]3[C:15]([CH3:32])=[C:16]([N:21]([CH2:22][CH2:23][C:24]4[CH:25]=[CH:26][C:27]([O:30][CH3:31])=[CH:28][CH:29]=4)[C:35](=[O:37])[CH3:36])[C:17]([CH3:20])=[C:18]([CH3:19])[C:13]=3[O:12][C:11]2([CH3:34])[CH3:33])=[CH:8][CH:9]=1)([CH3:3])[CH3:2], predict the reactants needed to synthesize it. The reactants are: [CH:1]([C:4]1[CH:9]=[CH:8][C:7]([CH:10]2[C:14]3[C:15]([CH3:32])=[C:16]([NH:21][CH2:22][CH2:23][C:24]4[CH:29]=[CH:28][C:27]([O:30][CH3:31])=[CH:26][CH:25]=4)[C:17]([CH3:20])=[C:18]([CH3:19])[C:13]=3[O:12][C:11]2([CH3:34])[CH3:33])=[CH:6][CH:5]=1)([CH3:3])[CH3:2].[C:35](Cl)(=[O:37])[CH3:36].C(=O)([O-])O.[Na+]. (3) Given the product [Cl:27][C:28]1[CH:33]=[CH:32][C:31]([NH:34][C:35]([NH:1][CH:2]([C:21]2[CH:22]=[CH:23][CH:24]=[CH:25][CH:26]=2)[C:3]([N:5]2[CH2:10][CH2:9][CH:8]([N:11]3[CH2:15][C:14]4=[CH:16][N:17]=[C:18]([CH3:19])[N:13]4[C:12]3=[O:20])[CH2:7][CH2:6]2)=[O:4])=[O:36])=[CH:30][CH:29]=1, predict the reactants needed to synthesize it. The reactants are: [NH2:1][CH:2]([C:21]1[CH:26]=[CH:25][CH:24]=[CH:23][CH:22]=1)[C:3]([N:5]1[CH2:10][CH2:9][CH:8]([N:11]2[CH2:15][C:14]3=[CH:16][N:17]=[C:18]([CH3:19])[N:13]3[C:12]2=[O:20])[CH2:7][CH2:6]1)=[O:4].[Cl:27][C:28]1[CH:33]=[CH:32][C:31]([N:34]=[C:35]=[O:36])=[CH:30][CH:29]=1. (4) Given the product [CH2:1]([N:8]1[C:13]([C:29]2[CH:30]=[CH:31][C:26]([Cl:25])=[CH:27][CH:28]=2)=[C:12]([C:46]2[CH:44]=[CH:31][C:26]([Cl:25])=[CH:27][CH:28]=2)[C:11](=[O:16])[N:10]([CH2:17][C:18]2[CH:23]=[CH:22][CH:21]=[CH:20][CH:19]=2)[C:9]1=[O:24])[C:2]1[CH:7]=[CH:6][CH:5]=[CH:4][CH:3]=1, predict the reactants needed to synthesize it. The reactants are: [CH2:1]([N:8]1[C:13](Cl)=[C:12](Br)[C:11](=[O:16])[N:10]([CH2:17][C:18]2[CH:23]=[CH:22][CH:21]=[CH:20][CH:19]=2)[C:9]1=[O:24])[C:2]1[CH:7]=[CH:6][CH:5]=[CH:4][CH:3]=1.[Cl:25][C:26]1[CH:31]=[CH:30][C:29](B(O)O)=[CH:28][CH:27]=1.C([O-])([O-])=O.[Na+].[Na+].CCO[C:44]([CH3:46])=O.